Dataset: Catalyst prediction with 721,799 reactions and 888 catalyst types from USPTO. Task: Predict which catalyst facilitates the given reaction. Reactant: [NH2:1][C@H:2]1[CH2:11][CH2:10][C:9]2[C:8]([S:12]([NH:15][C:16]3[CH:21]=[CH:20][C:19]([C:22]([F:25])([F:24])[F:23])=[CH:18][CH:17]=3)(=[O:14])=[O:13])=[CH:7][CH:6]=[C:5]([O:26][CH3:27])[C:4]=2[CH2:3]1.Cl[C:29]([O:31][CH2:32][CH3:33])=[O:30].N1C=CC=CC=1. Product: [CH3:27][O:26][C:5]1[CH:6]=[CH:7][C:8]([S:12]([NH:15][C:16]2[CH:21]=[CH:20][C:19]([C:22]([F:23])([F:24])[F:25])=[CH:18][CH:17]=2)(=[O:13])=[O:14])=[C:9]2[C:4]=1[CH2:3][C@@H:2]([NH:1][C:29](=[O:30])[O:31][CH2:32][CH3:33])[CH2:11][CH2:10]2. The catalyst class is: 4.